Predict which catalyst facilitates the given reaction. From a dataset of Catalyst prediction with 721,799 reactions and 888 catalyst types from USPTO. (1) Product: [CH2:29]([N:31]([CH2:58][CH3:59])[C:32]1[N:37]=[C:36]([C:38]2[O:42][N:41]=[C:40]([C:43]3[CH:48]=[CH:47][C:46]([CH2:6][CH2:7][NH:8][C:1](=[O:5])[CH2:2][OH:3])=[CH:45][CH:44]=3)[N:39]=2)[CH:35]=[C:34]([CH3:57])[N:33]=1)[CH3:30]. Reactant: [C:1]([OH:5])(=O)[CH2:2][OH:3].[CH3:6][CH2:7][N:8](C(C)C)C(C)C.C(Cl)CCl.C1C=CC2N(O)N=NC=2C=1.[CH2:29]([N:31]([CH2:58][CH3:59])[C:32]1[N:37]=[C:36]([C:38]2[O:42][N:41]=[C:40]([C:43]3[CH:48]=[C:47](C)[C:46](OC[C@@H]4CO4)=[C:45](CC)[CH:44]=3)[N:39]=2)[CH:35]=[C:34]([CH3:57])[N:33]=1)[CH3:30]. The catalyst class is: 31. (2) The catalyst class is: 681. Product: [C:1]([O:4][C@@H:5]1[C@@H:10]([O:11][C:12](=[O:14])[CH3:13])[C@H:9]([O:15][C:16](=[O:18])[CH3:17])[C@@H:8]([CH2:19][O:20][C:21](=[O:23])[CH3:22])[O:7][C@H:6]1[O:24][C:25]1[C:29]([CH2:30][C:31]2[CH:36]=[CH:35][C:34]([O:37][CH2:38][CH2:39][C:40](=[O:48])[NH:41][C:42]([C:45]([N:63]3[CH2:64][CH2:65][N:60]([CH2:53][C:54]4[CH:55]=[CH:56][CH:57]=[CH:58][CH:59]=4)[CH2:61][CH2:62]3)=[O:46])([CH3:43])[CH3:44])=[CH:33][C:32]=2[CH3:49])=[C:28]([CH:50]([CH3:52])[CH3:51])[NH:27][N:26]=1)(=[O:3])[CH3:2]. Reactant: [C:1]([O:4][C@@H:5]1[C@@H:10]([O:11][C:12](=[O:14])[CH3:13])[C@H:9]([O:15][C:16](=[O:18])[CH3:17])[C@@H:8]([CH2:19][O:20][C:21](=[O:23])[CH3:22])[O:7][C@H:6]1[O:24][C:25]1[C:29]([CH2:30][C:31]2[CH:36]=[CH:35][C:34]([O:37][CH2:38][CH2:39][C:40](=[O:48])[NH:41][C:42]([C:45](O)=[O:46])([CH3:44])[CH3:43])=[CH:33][C:32]=2[CH3:49])=[C:28]([CH:50]([CH3:52])[CH3:51])[NH:27][N:26]=1)(=[O:3])[CH3:2].[CH2:53]([N:60]1[CH2:65][CH2:64][NH:63][CH2:62][CH2:61]1)[C:54]1[CH:59]=[CH:58][CH:57]=[CH:56][CH:55]=1.ON1C2C=CC=CC=2N=N1.Cl.C(N=C=NCCCN(C)C)C. (3) Reactant: C(OC([NH:8][C:9]([CH3:37])([CH2:30][C:31]1[CH:36]=[CH:35][CH:34]=[CH:33][CH:32]=1)[CH2:10][O:11][CH2:12][C:13]1[CH:14]=[C:15]([CH:19]=[C:20]([N:22]([S:26]([CH3:29])(=[O:28])=[O:27])[CH2:23][CH2:24][CH3:25])[CH:21]=1)[C:16]([OH:18])=[O:17])=O)(C)(C)C.CCOC(C)=O. Product: [NH2:8][C:9]([CH3:37])([CH2:30][C:31]1[CH:32]=[CH:33][CH:34]=[CH:35][CH:36]=1)[CH2:10][O:11][CH2:12][C:13]1[CH:14]=[C:15]([CH:19]=[C:20]([N:22]([S:26]([CH3:29])(=[O:28])=[O:27])[CH2:23][CH2:24][CH3:25])[CH:21]=1)[C:16]([OH:18])=[O:17]. The catalyst class is: 33.